From a dataset of Forward reaction prediction with 1.9M reactions from USPTO patents (1976-2016). Predict the product of the given reaction. (1) Given the reactants [NH2:1][C:2]1[CH:25]=[C:24]2[C:5]([CH2:6][CH2:7][C@@:8]32[CH2:13][C:12](=[O:14])[N:11]([CH3:15])[C:10]([NH:16]C(=O)OC(C)(C)C)=[N:9]3)=[CH:4][CH:3]=1.[F:26][C:27]([F:35])([F:34])[C:28]1([C:31](O)=[O:32])[CH2:30][CH2:29]1, predict the reaction product. The product is: [NH2:16][C:10]1[N:11]([CH3:15])[C:12](=[O:14])[CH2:13][C@@:8]2([C:24]3[C:5](=[CH:4][CH:3]=[C:2]([NH:1][C:31]([C:28]4([C:27]([F:35])([F:34])[F:26])[CH2:30][CH2:29]4)=[O:32])[CH:25]=3)[CH2:6][CH2:7]2)[N:9]=1. (2) Given the reactants [CH2:1]([NH:8][C:9](=[O:12])[CH2:10][Br:11])[C:2]1[CH:7]=CC=CC=1.Br[CH2:14][C:15](O)=[O:16].NC1CCOCC1.C(Cl)Cl.CO, predict the reaction product. The product is: [Br:11][CH2:10][C:9]([NH:8][CH:1]1[CH2:2][CH2:7][O:16][CH2:15][CH2:14]1)=[O:12].